From a dataset of Forward reaction prediction with 1.9M reactions from USPTO patents (1976-2016). Predict the product of the given reaction. (1) The product is: [NH2:67][C@H:22]([CH2:21][CH2:20][C@@H:19]([S:75][S:76][CH3:77])[CH2:18][NH:17][C:15]([O:14][CH2:13][C:12]1[CH:78]=[CH:79][CH:80]=[CH:81][C:11]=1[N:8]=[N+:9]=[N-:10])=[O:16])[C:23]([O:25][C@H:26]1[C@@H:30]([OH:31])[C@@H:29]([N:32]2[CH:40]=[N:39][C:38]3[C:33]2=[N:34][CH:35]=[N:36][C:37]=3[NH2:41])[O:28][C@H:27]1[CH2:42][O:43][P:44]([O:47][C@H:48]1[CH2:52][C@H:51]([N:53]2[CH:58]=[CH:57][C:56]([NH2:59])=[N:55][C:54]2=[O:60])[O:50][C@@H:49]1[CH2:61][O:62][P:63]([OH:66])([OH:65])=[O:64])([OH:46])=[O:45])=[O:24]. Given the reactants FC(F)(F)C(O)=O.[N:8]([C:11]1[CH:81]=[CH:80][CH:79]=[CH:78][C:12]=1[CH2:13][O:14][C:15]([NH:17][CH2:18][C@H:19]([S:75][S:76][CH3:77])[CH2:20][CH2:21][C@@H:22]([NH:67]C(OC(C)(C)C)=O)[C:23]([O:25][C@H:26]1[C@@H:30]([OH:31])[C@@H:29]([N:32]2[CH:40]=[N:39][C:38]3[C:33]2=[N:34][CH:35]=[N:36][C:37]=3[NH2:41])[O:28][C@H:27]1[CH2:42][O:43][P:44]([O:47][C@H:48]1[CH2:52][C@H:51]([N:53]2[CH:58]=[CH:57][C:56]([NH2:59])=[N:55][C:54]2=[O:60])[O:50][C@@H:49]1[CH2:61][O:62][P:63]([OH:66])([OH:65])=[O:64])([OH:46])=[O:45])=[O:24])=[O:16])=[N+:9]=[N-:10], predict the reaction product. (2) Given the reactants O.[O-2].[Ca+2:3].[NH2:4][C@H:5]([C:12]([OH:14])=[O:13])[CH2:6][C:7]1[N:11]=[CH:10][NH:9][CH:8]=1, predict the reaction product. The product is: [O-2:13].[Ca+2:3].[NH2:4][C@H:5]([C:12]([OH:14])=[O:13])[CH2:6][C:7]1[N:11]=[CH:10][NH:9][CH:8]=1. (3) Given the reactants [Cl:1][C:2]1[CH:7]=[CH:6][N:5]=[C:4]([CH3:8])[C:3]=1[O:9][CH3:10].[OH:11]O, predict the reaction product. The product is: [Cl:1][C:2]1[CH:7]=[CH:6][N+:5]([O-:11])=[C:4]([CH3:8])[C:3]=1[O:9][CH3:10]. (4) Given the reactants [CH3:1][C:2]1[O:6][N:5]=[C:4]([C:7]2[CH:12]=[CH:11][CH:10]=[CH:9][CH:8]=2)[C:3]=1[C:13]([NH:15][NH2:16])=[O:14].[NH:17]1[C:21]2[CH:22]=[CH:23][CH:24]=[C:25]([C:26](O)=O)[C:20]=2[N:19]=[CH:18]1, predict the reaction product. The product is: [CH3:1][C:2]1[O:6][N:5]=[C:4]([C:7]2[CH:12]=[CH:11][CH:10]=[CH:9][CH:8]=2)[C:3]=1[C:13]1[O:14][C:26]([C:25]2[C:20]3[N:19]=[CH:18][NH:17][C:21]=3[CH:22]=[CH:23][CH:24]=2)=[N:16][N:15]=1. (5) Given the reactants [CH2:1]([N:8]1[C:16]2[C:11](=[N:12][C:13]([N:17](C(OC(C)(C)C)=O)[NH:18][C:19](OC(C)(C)C)=O)=[CH:14][CH:15]=2)[N:10]=[C:9]1[CH3:33])[C:2]1[CH:7]=[CH:6][CH:5]=[CH:4][CH:3]=1.[C:34](O)(=O)C, predict the reaction product. The product is: [CH2:1]([N:8]1[C:16]2[CH:15]=[CH:14][C:13]3[N:12]([C:19]([CH3:34])=[N:18][N:17]=3)[C:11]=2[N:10]=[C:9]1[CH3:33])[C:2]1[CH:7]=[CH:6][CH:5]=[CH:4][CH:3]=1. (6) Given the reactants [BH4-].[Na+].[CH3:3][S:4]([N:7](S(C)(=O)=O)[C:8]1[CH:17]=[CH:16][C:15]([Br:18])=[CH:14][C:9]=1[C:10]([O:12][CH3:13])=[O:11])(=[O:6])=[O:5].C(=O)([O-])[O-].[Na+].[Na+], predict the reaction product. The product is: [Br:18][C:15]1[CH:16]=[CH:17][C:8]([NH:7][S:4]([CH3:3])(=[O:6])=[O:5])=[C:9]([CH:14]=1)[C:10]([O:12][CH3:13])=[O:11]. (7) Given the reactants [CH3:1][C:2]1[C:7]([C:8]#[N:9])=[CH:6][CH:5]=[CH:4][N:3]=1.[CH2:10](N)[CH2:11][NH2:12].[S].[Mn]([O-])(=O)(=O)=O.[K+].[Si](=O)=O, predict the reaction product. The product is: [NH:9]1[CH:10]=[CH:11][N:12]=[C:8]1[C:7]1[C:2]([CH3:1])=[N:3][CH:4]=[CH:5][CH:6]=1.